From a dataset of Forward reaction prediction with 1.9M reactions from USPTO patents (1976-2016). Predict the product of the given reaction. (1) Given the reactants [Cl:1][C:2]1[CH:3]=[C:4]2[C:9](=[CH:10][C:11]=1[O:12][C:13]1[CH:18]=[CH:17][C:16]([C:19](=[O:34])[NH:20][CH:21]3[CH2:26][CH2:25][CH:24]([C:27]4[CH:32]=[CH:31][C:30]([Cl:33])=[CH:29][CH:28]=4)[CH2:23][CH2:22]3)=[CH:15][CH:14]=1)[O:8][CH2:7][CH2:6][CH:5]2[C:35]([OH:37])=[O:36].C[O-].[Na+:40].CO, predict the reaction product. The product is: [Cl:1][C:2]1[CH:3]=[C:4]2[C:9](=[CH:10][C:11]=1[O:12][C:13]1[CH:14]=[CH:15][C:16]([C:19](=[O:34])[NH:20][CH:21]3[CH2:22][CH2:23][CH:24]([C:27]4[CH:28]=[CH:29][C:30]([Cl:33])=[CH:31][CH:32]=4)[CH2:25][CH2:26]3)=[CH:17][CH:18]=1)[O:8][CH2:7][CH2:6][CH:5]2[C:35]([O-:37])=[O:36].[Na+:40]. (2) Given the reactants [Br:1][C:2]1[C:7]([OH:8])=[CH:6][CH:5]=[CH:4][N:3]=1.IC.[C:11]([O-])([O-])=O.[K+].[K+], predict the reaction product. The product is: [Br:1][C:2]1[C:7]([O:8][CH3:11])=[CH:6][CH:5]=[CH:4][N:3]=1.